Dataset: Peptide-MHC class I binding affinity with 185,985 pairs from IEDB/IMGT. Task: Regression. Given a peptide amino acid sequence and an MHC pseudo amino acid sequence, predict their binding affinity value. This is MHC class I binding data. (1) The peptide sequence is KTPFDVEDTF. The MHC is Mamu-A01 with pseudo-sequence Mamu-A01. The binding affinity (normalized) is 1.00. (2) The peptide sequence is PRELIFQVWQ. The MHC is Mamu-B08 with pseudo-sequence Mamu-B08. The binding affinity (normalized) is 0.116. (3) The peptide sequence is YLQQNWWTL. The MHC is HLA-A33:01 with pseudo-sequence HLA-A33:01. The binding affinity (normalized) is 0.102. (4) The peptide sequence is FVTIYSHLL. The MHC is HLA-A68:02 with pseudo-sequence HLA-A68:02. The binding affinity (normalized) is 0.612. (5) The peptide sequence is AVDPAKAYK. The MHC is HLA-A11:01 with pseudo-sequence HLA-A11:01. The binding affinity (normalized) is 0.633. (6) The peptide sequence is QMRVRYYGL. The MHC is HLA-B40:01 with pseudo-sequence HLA-B40:01. The binding affinity (normalized) is 0.0847. (7) The peptide sequence is YSKPWMAFF. The MHC is HLA-B27:05 with pseudo-sequence HLA-B27:05. The binding affinity (normalized) is 0.308.